Dataset: Reaction yield outcomes from USPTO patents with 853,638 reactions. Task: Predict the reaction yield, written as a fraction of the theoretical maximum amount of product (1.0 means a 100% yield; for example, 0.34 means a 34% yield). (1) The reactants are Cl[C:2]1[C:7]([C:8]#[N:9])=[CH:6][N:5]=[C:4]2[C:10]3[CH:16]=[CH:15][CH:14]=[CH:13][C:11]=3[S:12][C:3]=12.[Cl:17][C:18]1[CH:24]=[C:23]([Cl:25])[CH:22]=[CH:21][C:19]=1[NH2:20].Cl.N1C=CC=CC=1. The catalyst is CO. The product is [Cl:17][C:18]1[CH:24]=[C:23]([Cl:25])[CH:22]=[CH:21][C:19]=1[NH:20][C:2]1[C:7]([C:8]#[N:9])=[CH:6][N:5]=[C:4]2[C:10]3[CH:16]=[CH:15][CH:14]=[CH:13][C:11]=3[S:12][C:3]=12. The yield is 0.660. (2) The reactants are [Br:1][C:2]1[CH:20]=[C:19]([O:21][CH3:22])[CH:18]=[CH:17][C:3]=1[O:4]/[C:5](=[CH:11]\[C:12]([O:14]CC)=[O:13])/[C:6]([O:8]CC)=[O:7].[OH-].[Na+]. The catalyst is C(O)C.O. The product is [Br:1][C:2]1[CH:20]=[C:19]([O:21][CH3:22])[CH:18]=[CH:17][C:3]=1[O:4]/[C:5](=[CH:11]\[C:12]([OH:14])=[O:13])/[C:6]([OH:8])=[O:7]. The yield is 0.880. (3) The reactants are C[O:2][C:3]([C:5]1[C:9]([N:10]([S:18]([C:21]2[CH:26]=[CH:25][C:24]([O:27][CH3:28])=[CH:23][CH:22]=2)(=[O:20])=[O:19])[CH2:11][C:12]2[CH:13]=[N:14][CH:15]=[CH:16][CH:17]=2)=[C:8]([Br:29])[S:7][CH:6]=1)=[O:4].O.[OH-].[Li+]. The catalyst is C1COCC1.CO. The product is [Br:29][C:8]1[S:7][CH:6]=[C:5]([C:3]([OH:4])=[O:2])[C:9]=1[N:10]([S:18]([C:21]1[CH:22]=[CH:23][C:24]([O:27][CH3:28])=[CH:25][CH:26]=1)(=[O:19])=[O:20])[CH2:11][C:12]1[CH:13]=[N:14][CH:15]=[CH:16][CH:17]=1. The yield is 1.00. (4) The reactants are [NH2:1][C@@H:2]1[CH2:11][CH2:10][C:9]2[C:4](=[C:5]([N:13]3[CH2:18][CH2:17][NH:16][CH2:15][CH2:14]3)[CH:6]=[CH:7][C:8]=2[CH3:12])[CH2:3]1.C(N(CC)CC)C.[C:26](O[C:26]([O:28][C:29]([CH3:32])([CH3:31])[CH3:30])=[O:27])([O:28][C:29]([CH3:32])([CH3:31])[CH3:30])=[O:27].C(=O)([O-])O.[Na+]. The catalyst is C(Cl)Cl. The product is [CH3:12][C:8]1[C:9]2[CH2:10][CH2:11][C@@H:2]([NH2:1])[CH2:3][C:4]=2[C:5]([N:13]2[CH2:18][CH2:17][N:16]([C:26]([O:28][C:29]([CH3:32])([CH3:31])[CH3:30])=[O:27])[CH2:15][CH2:14]2)=[CH:6][CH:7]=1. The yield is 0.320. (5) The product is [NH2:1][C:2]1[N:7]=[CH:6][N:5]=[C:4]2[N:8]([CH:21]([C:23]3[O:24][C:25]4[C:30]([C:31](=[O:40])[C:32]=3[C:33]3[CH:38]=[CH:37][CH:36]=[C:35]([F:39])[CH:34]=3)=[CH:29][CH:28]=[CH:27][CH:26]=4)[CH3:22])[N:9]=[C:10]([C:11]3[CH:12]=[C:13]([F:20])[C:14]([OH:18])=[C:15]([F:17])[CH:16]=3)[C:3]=12. The catalyst is ClCCl.B(Br)(Br)Br. The reactants are [NH2:1][C:2]1[N:7]=[CH:6][N:5]=[C:4]2[N:8]([CH:21]([C:23]3[O:24][C:25]4[C:30]([C:31](=[O:40])[C:32]=3[C:33]3[CH:38]=[CH:37][CH:36]=[C:35]([F:39])[CH:34]=3)=[CH:29][CH:28]=[CH:27][CH:26]=4)[CH3:22])[N:9]=[C:10]([C:11]3[CH:16]=[C:15]([F:17])[C:14]([O:18]C)=[C:13]([F:20])[CH:12]=3)[C:3]=12. The yield is 0.720.